From a dataset of TCR-epitope binding with 47,182 pairs between 192 epitopes and 23,139 TCRs. Binary Classification. Given a T-cell receptor sequence (or CDR3 region) and an epitope sequence, predict whether binding occurs between them. (1) The epitope is IYSKHTPINL. The TCR CDR3 sequence is CASSYFRMGGQETQYF. Result: 1 (the TCR binds to the epitope). (2) The epitope is GLIYNRMGAVTTEV. The TCR CDR3 sequence is CASSYHILAGGQGDTQYF. Result: 1 (the TCR binds to the epitope).